From a dataset of Full USPTO retrosynthesis dataset with 1.9M reactions from patents (1976-2016). Predict the reactants needed to synthesize the given product. Given the product [NH2:5][C:6]1[C:15]2[N:16]=[C:17]([CH2:28][O:29][N:30]=[C:2]([CH3:4])[CH3:1])[N:18]([CH2:19][CH2:20][CH2:21][NH:22][C:23](=[O:27])[CH:24]([CH3:26])[CH3:25])[C:14]=2[C:13]2[N:12]=[CH:11][CH:10]=[CH:9][C:8]=2[N:7]=1, predict the reactants needed to synthesize it. The reactants are: [CH3:1][C:2]([CH3:4])=O.[NH2:5][C:6]1[C:15]2[N:16]=[C:17]([CH2:28][O:29][NH2:30])[N:18]([CH2:19][CH2:20][CH2:21][NH:22][C:23](=[O:27])[CH:24]([CH3:26])[CH3:25])[C:14]=2[C:13]2[N:12]=[CH:11][CH:10]=[CH:9][C:8]=2[N:7]=1.